Dataset: Full USPTO retrosynthesis dataset with 1.9M reactions from patents (1976-2016). Task: Predict the reactants needed to synthesize the given product. (1) Given the product [Cl:1][C:2]1[CH:7]=[CH:6][C:5]([I:8])=[CH:4][C:3]=1[NH2:9], predict the reactants needed to synthesize it. The reactants are: [Cl:1][C:2]1[CH:7]=[CH:6][C:5]([I:8])=[CH:4][C:3]=1[N+:9]([O-])=O.[Cl-].[NH4+]. (2) Given the product [CH3:1][C:2]1[CH:3]=[C:4]([CH:7]=[CH:8][C:9]=1[CH3:10])[C:5]([OH:16])=[O:6], predict the reactants needed to synthesize it. The reactants are: [CH3:1][C:2]1[CH:3]=[C:4]([CH:7]=[CH:8][C:9]=1[CH3:10])[CH2:5][OH:6].CC1C=C(C=CC=1C)C=[O:16].C1(C(=CC(=CC=1)C)C)C. (3) The reactants are: CN(C(ON1N=NC2C=CC=CC1=2)=[N+](C)C)C.[B-](F)(F)(F)F.CCN(C(C)C)C(C)C.[C:32]([C:34]1[C:35]([N:47]2[CH2:52][CH2:51][CH:50]([C:53]([OH:55])=O)[CH2:49][CH2:48]2)=[N:36][C:37]([CH3:46])=[C:38]([C:40]([O:42][CH:43]([CH3:45])[CH3:44])=[O:41])[CH:39]=1)#[N:33].[F:56][C:57]1[CH:58]=[C:59]([CH2:63][S:64]([NH2:67])(=[O:66])=[O:65])[CH:60]=[CH:61][CH:62]=1.C([O-])(O)=O.[Na+]. Given the product [C:32]([C:34]1[C:35]([N:47]2[CH2:52][CH2:51][CH:50]([C:53]([NH:67][S:64]([CH2:63][C:59]3[CH:60]=[CH:61][CH:62]=[C:57]([F:56])[CH:58]=3)(=[O:66])=[O:65])=[O:55])[CH2:49][CH2:48]2)=[N:36][C:37]([CH3:46])=[C:38]([CH:39]=1)[C:40]([O:42][CH:43]([CH3:44])[CH3:45])=[O:41])#[N:33], predict the reactants needed to synthesize it. (4) Given the product [F:1][C:2]([F:17])([F:16])[CH2:3][CH2:4][CH:5]1[CH2:12][NH:13][C:7](=[O:8])[CH2:6]1, predict the reactants needed to synthesize it. The reactants are: [F:1][C:2]([F:17])([F:16])[CH2:3][CH2:4][CH:5]([CH2:12][N+:13]([O-])=O)[CH2:6][C:7](OCC)=[O:8].